Task: Regression. Given a peptide amino acid sequence and an MHC pseudo amino acid sequence, predict their binding affinity value. This is MHC class I binding data.. Dataset: Peptide-MHC class I binding affinity with 185,985 pairs from IEDB/IMGT The peptide sequence is RTSKAALER. The MHC is HLA-A68:02 with pseudo-sequence HLA-A68:02. The binding affinity (normalized) is 0.